Dataset: TCR-epitope binding with 47,182 pairs between 192 epitopes and 23,139 TCRs. Task: Binary Classification. Given a T-cell receptor sequence (or CDR3 region) and an epitope sequence, predict whether binding occurs between them. The epitope is DATYQRTRALVR. The TCR CDR3 sequence is CASSEITTARNQYEQYF. Result: 1 (the TCR binds to the epitope).